From a dataset of Full USPTO retrosynthesis dataset with 1.9M reactions from patents (1976-2016). Predict the reactants needed to synthesize the given product. (1) Given the product [C:1]1([C:42]2[CH:43]=[CH:44][CH:45]=[CH:46][CH:47]=2)[CH:2]=[CH:3][C:4]([C:7]2[C:40]([Cl:41])=[CH:39][C:10]3[NH:11][C:12]([O:14][CH:15]4[CH2:20][CH2:19][CH2:18][CH:17]([C:21]([OH:23])=[O:22])[CH2:16]4)=[N:13][C:9]=3[CH:8]=2)=[CH:5][CH:6]=1, predict the reactants needed to synthesize it. The reactants are: [C:1]1([C:42]2[CH:47]=[CH:46][CH:45]=[CH:44][CH:43]=2)[CH:6]=[CH:5][C:4]([C:7]2[C:40]([Cl:41])=[CH:39][C:10]3[N:11](COCC[Si](C)(C)C)[C:12]([O:14][CH:15]4[CH2:20][CH2:19][CH2:18][CH:17]([C:21]([O:23]CC5C=CC=CC=5)=[O:22])[CH2:16]4)=[N:13][C:9]=3[CH:8]=2)=[CH:3][CH:2]=1.CCCC[N+](CCCC)(CCCC)CCCC.[F-]. (2) Given the product [CH2:14]([O:13][C:9]1[CH:10]=[CH:11][CH:12]=[C:7]([C:1]2[CH:2]=[CH:3][CH:4]=[CH:5][CH:6]=2)[CH:8]=1)[CH:16]1[O:18][CH2:17]1, predict the reactants needed to synthesize it. The reactants are: [C:1]1([C:7]2[CH:8]=[C:9]([OH:13])[CH:10]=[CH:11][CH:12]=2)[CH:6]=[CH:5][CH:4]=[CH:3][CH:2]=1.[CH2:14]([CH:16]1[O:18][CH2:17]1)Br.C(=O)([O-])[O-].[K+].[K+]. (3) Given the product [CH3:1][C:2]1[N:6]([CH2:7][C:8]([OH:10])=[O:9])[C:5]2[S:13][CH:14]=[CH:15][C:4]=2[C:3]=1[CH2:16][C:17]1[CH:22]=[CH:21][CH:20]=[CH:19][C:18]=1[S:23]([N:26]1[CH2:31][CH2:30][O:29][CH2:28][CH2:27]1)(=[O:25])=[O:24], predict the reactants needed to synthesize it. The reactants are: [CH3:1][C:2]1[N:6]([CH2:7][C:8]([O:10]CC)=[O:9])[C:5]2[S:13][CH:14]=[CH:15][C:4]=2[C:3]=1[CH2:16][C:17]1[CH:22]=[CH:21][CH:20]=[CH:19][C:18]=1[S:23]([N:26]1[CH2:31][CH2:30][O:29][CH2:28][CH2:27]1)(=[O:25])=[O:24].[OH-].[Na+].Cl. (4) Given the product [C:1]1([NH:7][C:8]2[CH:17]=[CH:16][C:11]([C:12]([OH:14])=[O:13])=[CH:10][CH:9]=2)[CH:2]=[CH:3][CH:4]=[CH:5][CH:6]=1, predict the reactants needed to synthesize it. The reactants are: [C:1]1([NH:7][C:8]2[CH:17]=[CH:16][C:11]([C:12]([O:14]C)=[O:13])=[CH:10][CH:9]=2)[CH:6]=[CH:5][CH:4]=[CH:3][CH:2]=1.[OH-].[Na+]. (5) The reactants are: [CH:1](=O)[C:2]1[CH:12]=[C:9]([O:10][CH3:11])[C:7]([OH:8])=[C:4]([O:5][CH3:6])[CH:3]=1. Given the product [OH:8][C:7]1[C:9]([O:10][CH3:11])=[CH:12][C:2]([CH3:1])=[CH:3][C:4]=1[O:5][CH3:6], predict the reactants needed to synthesize it. (6) Given the product [OH:30][C@H:27]1[CH2:26][CH2:25][C@H:24]([NH:23][C:12]2[N:11]=[C:10]([NH:9][C:7]3[S:8][C:4]4[CH:3]=[C:2]([N:1]5[CH2:43][CH2:44][NH:45][C:46]5=[O:47])[CH:32]=[CH:31][C:5]=4[N:6]=3)[CH:15]=[C:14]([CH2:16][C:17]3[CH:18]=[CH:19][CH:20]=[CH:21][CH:22]=3)[N:13]=2)[CH2:29][CH2:28]1, predict the reactants needed to synthesize it. The reactants are: [NH2:1][C:2]1[CH:32]=[CH:31][C:5]2[N:6]=[C:7]([NH:9][C:10]3[CH:15]=[C:14]([CH2:16][C:17]4[CH:22]=[CH:21][CH:20]=[CH:19][CH:18]=4)[N:13]=[C:12]([NH:23][C@H:24]4[CH2:29][CH2:28][C@H:27]([OH:30])[CH2:26][CH2:25]4)[N:11]=3)[S:8][C:4]=2[CH:3]=1.C(N(C(C)C)C(C)C)C.Cl[CH2:43][CH2:44][N:45]=[C:46]=[O:47]. (7) Given the product [CH2:1]([O:8][C:9]1[CH:18]=[C:17]2[C:12]([CH:13]=[CH:14][CH:15]=[C:16]2[CH:40]=[O:41])=[CH:11][CH:10]=1)[C:2]1[CH:7]=[CH:6][CH:5]=[CH:4][CH:3]=1, predict the reactants needed to synthesize it. The reactants are: [CH2:1]([O:8][C:9]1[CH:18]=[C:17]2[C:12]([CH:13]=[CH:14][CH:15]=[C:16]2I)=[CH:11][CH:10]=1)[C:2]1[CH:7]=[CH:6][CH:5]=[CH:4][CH:3]=1.C([Li])(C)(C)C.CCCCC.CN(C)CCN(C)C.CN(C)[CH:40]=[O:41]. (8) Given the product [Cl:8][C:4]1[CH:5]=[CH:6][CH:7]=[C:2]([Cl:1])[C:3]=1[C:9]([NH:11][C@H:12]([C:34]([OH:36])=[O:35])[CH2:13][C:14]1[CH:19]=[CH:18][C:17]([O:20][CH2:21][CH2:22][C:23]2[CH:32]=[C:31]([CH3:33])[C:30]3[CH2:29][CH2:28][CH2:27][NH:26][C:25]=3[N:24]=2)=[CH:16][CH:15]=1)=[O:10], predict the reactants needed to synthesize it. The reactants are: [Cl:1][C:2]1[CH:7]=[CH:6][CH:5]=[C:4]([Cl:8])[C:3]=1[C:9]([NH:11][C@H:12]([C:34]([O:36]C)=[O:35])[CH2:13][C:14]1[CH:19]=[CH:18][C:17]([O:20][CH2:21][CH2:22][C:23]2[CH:32]=[C:31]([CH3:33])[C:30]3[CH2:29][CH2:28][CH2:27][NH:26][C:25]=3[N:24]=2)=[CH:16][CH:15]=1)=[O:10].[Li+].[OH-].O. (9) Given the product [NH2:8][S:9]([N:12]([CH3:40])[CH2:13][CH2:14][CH2:15][CH2:16][CH2:17][CH2:18][CH2:19][CH2:20][C@H:21]([NH:27][S:28]([C:31]1[CH:36]=[CH:35][CH:34]=[CH:33][C:32]=1[N+:37]([O-:39])=[O:38])(=[O:29])=[O:30])[C:22]([O:24][CH2:25][CH3:26])=[O:23])(=[O:10])=[O:11], predict the reactants needed to synthesize it. The reactants are: C(OC([NH:8][S:9]([N:12]([CH3:40])[CH2:13][CH2:14][CH2:15][CH2:16][CH2:17][CH2:18][CH2:19][CH2:20][C@H:21]([NH:27][S:28]([C:31]1[CH:36]=[CH:35][CH:34]=[CH:33][C:32]=1[N+:37]([O-:39])=[O:38])(=[O:30])=[O:29])[C:22]([O:24][CH2:25][CH3:26])=[O:23])(=[O:11])=[O:10])=O)(C)(C)C.Cl.